Dataset: Peptide-MHC class I binding affinity with 185,985 pairs from IEDB/IMGT. Task: Regression. Given a peptide amino acid sequence and an MHC pseudo amino acid sequence, predict their binding affinity value. This is MHC class I binding data. (1) The peptide sequence is FMSLQSGDV. The MHC is HLA-B15:01 with pseudo-sequence HLA-B15:01. The binding affinity (normalized) is 0.0847. (2) The MHC is HLA-A30:02 with pseudo-sequence HLA-A30:02. The peptide sequence is TSQKSIVAY. The binding affinity (normalized) is 0.701. (3) The peptide sequence is CIDILRSLE. The MHC is HLA-A02:01 with pseudo-sequence HLA-A02:01. The binding affinity (normalized) is 0. (4) The peptide sequence is HFFLFLLYI. The MHC is HLA-A30:02 with pseudo-sequence HLA-A30:02. The binding affinity (normalized) is 0.149. (5) The binding affinity (normalized) is 0.457. The peptide sequence is TLYAVATTI. The MHC is HLA-A32:01 with pseudo-sequence HLA-A32:01. (6) The peptide sequence is DILASIIDY. The MHC is HLA-B15:17 with pseudo-sequence HLA-B15:17. The binding affinity (normalized) is 0.473. (7) The peptide sequence is GPMPYMISTY. The MHC is HLA-B54:01 with pseudo-sequence HLA-B54:01. The binding affinity (normalized) is 0.324. (8) The peptide sequence is DSFAKQPQW. The MHC is HLA-A02:16 with pseudo-sequence HLA-A02:16. The binding affinity (normalized) is 0.0847.